This data is from Reaction yield outcomes from USPTO patents with 853,638 reactions. The task is: Predict the reaction yield, written as a fraction of the theoretical maximum amount of product (1.0 means a 100% yield; for example, 0.34 means a 34% yield). (1) No catalyst specified. The reactants are [CH2:1]1[CH:5]2[CH:6]3C=CC([CH:4]2C=[CH:2]1)C3.[CH3:11][O:12][C:13](=[O:16])[CH:14]=[CH2:15].C1(C=CC(O)=CC=1)O. The product is [CH3:11][O:12][C:13]([CH:14]1[CH2:4][CH:5]2[CH2:6][CH:15]1[CH:2]=[CH:1]2)=[O:16]. The yield is 0.576. (2) The reactants are FC(F)(F)S(O[C:7]1[CH2:8][CH:9]2[N:14]([C:15]([O:17][C:18]([CH3:21])([CH3:20])[CH3:19])=[O:16])[CH:12]([CH:13]=1)[CH2:11][CH2:10]2)(=O)=O.[B:24]1([B:24]2[O:28][C:27]([CH3:30])([CH3:29])[C:26]([CH3:32])([CH3:31])[O:25]2)[O:28][C:27]([CH3:30])([CH3:29])[C:26]([CH3:32])([CH3:31])[O:25]1.CC([O-])=O.[K+].C(Cl)Cl. The catalyst is O1CCOCC1.CCOC(C)=O.C1C=CC(P(C2C=CC=CC=2)[C-]2C=CC=C2)=CC=1.C1C=CC(P(C2C=CC=CC=2)[C-]2C=CC=C2)=CC=1.Cl[Pd]Cl.[Fe+2].C1C=CC(P(C2C=CC=CC=2)[C-]2C=CC=C2)=CC=1.C1C=CC(P(C2C=CC=CC=2)[C-]2C=CC=C2)=CC=1.[Fe+2]. The product is [CH3:31][C:26]1([CH3:32])[C:27]([CH3:30])([CH3:29])[O:28][B:24]([C:7]2[CH2:8][CH:9]3[N:14]([C:15]([O:17][C:18]([CH3:21])([CH3:20])[CH3:19])=[O:16])[CH:12]([CH2:11][CH2:10]3)[CH:13]=2)[O:25]1. The yield is 0.900. (3) The reactants are [Cl:1][C:2]1[CH:32]=[CH:31][C:5]([CH2:6][CH2:7][NH:8][C:9]([C:11]2[CH:30]=[CH:29][C:14]([O:15][C:16]3[CH:21]=[CH:20][C:19]([CH2:22][C:23]([O:25][CH2:26][CH3:27])=[O:24])=[CH:18][C:17]=3Br)=[CH:13][CH:12]=2)=[O:10])=[CH:4][CH:3]=1.[I-].[C:34]1([Zn+])[CH:39]=[CH:38][CH:37]=[CH:36][CH:35]=1. The catalyst is C1COCC1. The product is [Cl:1][C:2]1[CH:32]=[CH:31][C:5]([CH2:6][CH2:7][NH:8][C:9]([C:11]2[CH:30]=[CH:29][C:14]([O:15][C:16]3[C:17]([C:34]4[CH:39]=[CH:38][CH:37]=[CH:36][CH:35]=4)=[CH:18][C:19]([CH2:22][C:23]([O:25][CH2:26][CH3:27])=[O:24])=[CH:20][CH:21]=3)=[CH:13][CH:12]=2)=[O:10])=[CH:4][CH:3]=1. The yield is 0.630. (4) The catalyst is CO. The product is [F:14][C:9]([F:15])([S:10]([O-:13])(=[O:12])=[O:11])[CH2:8][OH:7].[C:29]1([S+:22]([C:16]2[CH:17]=[CH:18][CH:19]=[CH:20][CH:21]=2)[C:23]2[CH:28]=[CH:27][CH:26]=[CH:25][CH:24]=2)[CH:30]=[CH:31][CH:32]=[CH:33][CH:34]=1. The reactants are C([O:7][CH2:8][C:9]([F:15])([F:14])[S:10]([O-:13])(=[O:12])=[O:11])(=O)C(C)(C)C.[C:16]1([S+:22]([C:29]2[CH:34]=[CH:33][CH:32]=[CH:31][CH:30]=2)[C:23]2[CH:28]=[CH:27][CH:26]=[CH:25][CH:24]=2)[CH:21]=[CH:20][CH:19]=[CH:18][CH:17]=1.C[O-].[Na+].Cl. The yield is 0.990. (5) The reactants are [H-].[Na+].[N:3]1([CH2:8][CH2:9][CH2:10][CH2:11][C:12]2[CH:17]=[CH:16][C:15]([OH:18])=[CH:14][CH:13]=2)[CH:7]=[CH:6][N:5]=[N:4]1.Cl[CH2:20][C:21]1[C:22]([CH3:37])=[N:23][C:24]([C:27]2[CH:32]=[CH:31][C:30]([C:33]([F:36])([F:35])[F:34])=[CH:29][CH:28]=2)=[CH:25][CH:26]=1.O. The catalyst is CN(C)C=O. The product is [CH3:37][C:22]1[C:21]([CH2:20][O:18][C:15]2[CH:14]=[CH:13][C:12]([CH2:11][CH2:10][CH2:9][CH2:8][N:3]3[CH:7]=[CH:6][N:5]=[N:4]3)=[CH:17][CH:16]=2)=[CH:26][CH:25]=[C:24]([C:27]2[CH:32]=[CH:31][C:30]([C:33]([F:35])([F:36])[F:34])=[CH:29][CH:28]=2)[N:23]=1. The yield is 0.820. (6) The reactants are [O:1]=[S:2]1(=[O:30])[CH2:7][CH2:6][N:5]([C:8]([C:10]2[NH:11][C:12]3[C:17]([CH:18]=2)=[CH:16][C:15]([C:19]([N:21]2[CH2:26][CH2:25][N:24]([CH:27]([CH3:29])[CH3:28])[CH2:23][CH2:22]2)=[O:20])=[CH:14][CH:13]=3)=[O:9])[CH2:4][CH2:3]1.[H-].[Na+].[CH:33]1([CH2:36]Br)[CH2:35][CH2:34]1. The catalyst is CN(C)C=O. The product is [CH:33]1([CH2:36][N:11]2[C:12]3[C:17](=[CH:16][C:15]([C:19]([N:21]4[CH2:22][CH2:23][N:24]([CH:27]([CH3:28])[CH3:29])[CH2:25][CH2:26]4)=[O:20])=[CH:14][CH:13]=3)[CH:18]=[C:10]2[C:8]([N:5]2[CH2:6][CH2:7][S:2](=[O:1])(=[O:30])[CH2:3][CH2:4]2)=[O:9])[CH2:35][CH2:34]1. The yield is 0.270. (7) The reactants are [Cl:1][C:2]1[C:14]([Cl:15])=[CH:13][CH:12]=[CH:11][C:3]=1[CH2:4][CH:5]([C:8](=O)[CH3:9])[C:6]#[N:7].O.[NH2:17][NH2:18]. The catalyst is C(O)C. The product is [Cl:1][C:2]1[C:14]([Cl:15])=[CH:13][CH:12]=[CH:11][C:3]=1[CH2:4][C:5]1[C:8]([CH3:9])=[N:17][NH:18][C:6]=1[NH2:7]. The yield is 0.520.